Predict which catalyst facilitates the given reaction. From a dataset of Catalyst prediction with 721,799 reactions and 888 catalyst types from USPTO. (1) Reactant: C1([N:7]=C=NC2CCCCC2)CCCCC1.[OH:16][C:17]1[CH:22]=[CH:21][C:20]([CH2:23][CH2:24][C:25]([OH:27])=O)=[CH:19][CH:18]=1.[N+](C1C=CC(O)=CC=1)([O-])=O. Product: [OH:16][C:17]1[CH:22]=[CH:21][C:20]([CH2:23][CH2:24][C:25]([NH2:7])=[O:27])=[CH:19][CH:18]=1. The catalyst class is: 13. (2) Reactant: OC1C=C(NC2N=C(NC3C=C[CH:19]=[C:18]([OH:22])C=3)C(F)=CN=2)C=CC=1.Cl[C:25]1[N:30]=[C:29](Cl)[C:28]([N+:32]([O-:34])=[O:33])=[C:27]([C:35]([O:37][CH2:38][CH3:39])=[O:36])[N:26]=1.Cl.[CH2:41]([O:43][C:44](=[O:47])[CH2:45][NH2:46])[CH3:42]. Product: [CH2:41]([O:43][C:44]([CH2:45][NH:46][C:25]1[N:30]=[C:29]([NH:26][CH2:27][C:35]([O:22][CH2:18][CH3:19])=[O:36])[C:28]([N+:32]([O-:34])=[O:33])=[C:27]([C:35]([O:37][CH2:38][CH3:39])=[O:36])[N:26]=1)=[O:47])[CH3:42]. The catalyst class is: 66. (3) Reactant: Br[C:2]1[CH:3]=[CH:4][C:5]([N:8]([C:13]2[C:32]([CH:33]3[CH2:35][CH2:34]3)=[CH:31][C:16]3[C:17]([C:27]([NH:29][CH3:30])=[O:28])=[C:18]([C:20]4[CH:25]=[CH:24][C:23]([F:26])=[CH:22][CH:21]=4)[O:19][C:15]=3[CH:14]=2)[S:9]([CH3:12])(=[O:11])=[O:10])=[N:6][CH:7]=1.C([O-])(=O)C.[K+].[B:41]1([B:41]2[O:45][C:44]([CH3:47])([CH3:46])[C:43]([CH3:49])([CH3:48])[O:42]2)[O:45][C:44]([CH3:47])([CH3:46])[C:43]([CH3:49])([CH3:48])[O:42]1. Product: [CH:33]1([C:32]2[C:13]([N:8]([C:5]3[CH:4]=[CH:3][C:2]([B:41]4[O:45][C:44]([CH3:47])([CH3:46])[C:43]([CH3:49])([CH3:48])[O:42]4)=[CH:7][N:6]=3)[S:9]([CH3:12])(=[O:11])=[O:10])=[CH:14][C:15]3[O:19][C:18]([C:20]4[CH:25]=[CH:24][C:23]([F:26])=[CH:22][CH:21]=4)=[C:17]([C:27]([NH:29][CH3:30])=[O:28])[C:16]=3[CH:31]=2)[CH2:35][CH2:34]1. The catalyst class is: 75.